From a dataset of Catalyst prediction with 721,799 reactions and 888 catalyst types from USPTO. Predict which catalyst facilitates the given reaction. Reactant: C([O:3][C:4](=[O:35])[CH2:5][O:6][C:7]1[C:33]([CH3:34])=[CH:32][C:10]2[C:11]([CH2:14][CH2:15][C:16]3[S:17][C:18]4[CH:27]=[C:26]([C:28]([F:31])([F:30])[F:29])[CH:25]=[CH:24][C:19]=4[C:20]=3[CH:21]([CH3:23])[CH3:22])=[N:12][O:13][C:9]=2[CH:8]=1)C.[OH-].[Na+].Cl. Product: [CH:21]([C:20]1[C:19]2[CH:24]=[CH:25][C:26]([C:28]([F:30])([F:29])[F:31])=[CH:27][C:18]=2[S:17][C:16]=1[CH2:15][CH2:14][C:11]1[C:10]2[CH:32]=[C:33]([CH3:34])[C:7]([O:6][CH2:5][C:4]([OH:35])=[O:3])=[CH:8][C:9]=2[O:13][N:12]=1)([CH3:23])[CH3:22]. The catalyst class is: 14.